From a dataset of Forward reaction prediction with 1.9M reactions from USPTO patents (1976-2016). Predict the product of the given reaction. (1) Given the reactants [OH:1][C:2]1[CH:3]=[N:4][C:5]([C:8]2[CH:9]=[C:10]([CH:25]=[CH:26][CH:27]=2)[CH2:11][N:12]2[C:17](=[O:18])[CH:16]=[CH:15][C:14]([C:19]3[CH:20]=[N:21][N:22]([CH3:24])[CH:23]=3)=[N:13]2)=[N:6][CH:7]=1.C1COCC1.C1(P(C2C=CC=CC=2)C2C=CC=CC=2)C=CC=CC=1.O[CH2:53][CH2:54][N:55]1[CH2:60][CH2:59][O:58][CH2:57][CH2:56]1.CC(OC(/N=N/C(OC(C)C)=O)=O)C, predict the reaction product. The product is: [CH3:24][N:22]1[CH:23]=[C:19]([C:14]2[CH:15]=[CH:16][C:17](=[O:18])[N:12]([CH2:11][C:10]3[CH:25]=[CH:26][CH:27]=[C:8]([C:5]4[N:6]=[CH:7][C:2]([O:1][CH2:53][CH2:54][N:55]5[CH2:60][CH2:59][O:58][CH2:57][CH2:56]5)=[CH:3][N:4]=4)[CH:9]=3)[N:13]=2)[CH:20]=[N:21]1. (2) Given the reactants [OH:1][CH:2]1[CH:7]([C:8]2[CH:13]=[CH:12][C:11]([O:14][CH2:15][CH2:16][CH2:17][O:18][CH2:19][C:20]3[CH:25]=[CH:24][CH:23]=[CH:22][C:21]=3[O:26][CH3:27])=[CH:10][CH:9]=2)[CH2:6][CH2:5][N:4]([C:28]([O:30][C:31]([CH3:34])([CH3:33])[CH3:32])=[O:29])[CH2:3]1.Br[CH2:36][C:37]1[CH:38]=[C:39]([CH:44]=[CH:45][CH:46]=1)[C:40]([O:42][CH3:43])=[O:41], predict the reaction product. The product is: [CH3:27][O:26][C:21]1[CH:22]=[CH:23][CH:24]=[CH:25][C:20]=1[CH2:19][O:18][CH2:17][CH2:16][CH2:15][O:14][C:11]1[CH:12]=[CH:13][C:8]([CH:7]2[CH2:6][CH2:5][N:4]([C:28]([O:30][C:31]([CH3:34])([CH3:33])[CH3:32])=[O:29])[CH2:3][CH:2]2[O:1][CH2:36][C:37]2[CH:46]=[CH:45][CH:44]=[C:39]([C:40]([O:42][CH3:43])=[O:41])[CH:38]=2)=[CH:9][CH:10]=1. (3) Given the reactants [Cl:1][C:2]1[CH:7]=[CH:6][C:5](B(O)O)=[CH:4][CH:3]=1.[C:11]([O-:14])([O-])=O.[K+].[K+].[OH2:17], predict the reaction product. The product is: [Cl:1][C:2]1[CH:7]=[CH:6][C:5]([C:2]2[CH2:7][CH2:6][CH:5]([OH:17])[CH2:4][C:3]=2[CH:11]=[O:14])=[CH:4][CH:3]=1. (4) Given the reactants CCCCCC.[H-].[Na+].[CH3:9][O:10][C:11]1[CH:12]=[C:13]([CH2:17][C:18]#[N:19])[CH:14]=[CH:15][CH:16]=1.Br[C:21]1[CH:26]=[CH:25][C:24]([Br:27])=[CH:23][N:22]=1, predict the reaction product. The product is: [Br:27][C:24]1[CH:25]=[CH:26][C:21]([CH:17]([C:13]2[CH:14]=[CH:15][CH:16]=[C:11]([O:10][CH3:9])[CH:12]=2)[C:18]#[N:19])=[N:22][CH:23]=1. (5) The product is: [NH:39]1[C:35]([C:30]2[CH:31]=[CH:32][CH:33]=[CH:34][C:29]=2[C:25]2[CH:24]=[C:23]3[C:28](=[CH:27][CH:26]=2)[C@@H:20]([N:19]2[C:6]4=[N:7][C:8]([CH2:12][C:13]5[CH:18]=[CH:17][CH:16]=[CH:15][N:14]=5)=[CH:9][C:10]([CH3:11])=[C:5]4[N:4]=[C:3]2[CH2:1][CH3:2])[CH2:21][CH2:22]3)=[N:36][N:37]=[N:38]1. Given the reactants [CH2:1]([C:3]1[N:19]([C@@H:20]2[C:28]3[C:23](=[CH:24][C:25]([C:29]4[CH:34]=[CH:33][CH:32]=[CH:31][C:30]=4[C:35]4[N:39](C(C5C=CC=CC=5)(C5C=CC=CC=5)C5C=CC=CC=5)[N:38]=[N:37][N:36]=4)=[CH:26][CH:27]=3)[CH2:22][CH2:21]2)[C:6]2=[N:7][C:8]([CH2:12][C:13]3[CH:18]=[CH:17][CH:16]=[CH:15][N:14]=3)=[CH:9][C:10]([CH3:11])=[C:5]2[N:4]=1)[CH3:2], predict the reaction product. (6) Given the reactants [Cl:1][C:2]1[CH:3]=[CH:4][C:5]([OH:25])=[C:6]([CH2:8][N:9]2[CH:13]=[CH:12][C:11]([C:14]([NH:16][C:17]3[C:22]([F:23])=[CH:21][CH:20]=[CH:19][C:18]=3[F:24])=[O:15])=[N:10]2)[CH:7]=1.C(=O)([O-])[O-].[K+].[K+].Br[CH2:33][CH2:34][C:35]1[CH:40]=[CH:39][CH:38]=[CH:37][CH:36]=1, predict the reaction product. The product is: [Cl:1][C:2]1[CH:3]=[CH:4][C:5]([O:25][CH2:33][CH2:34][C:35]2[CH:40]=[CH:39][CH:38]=[CH:37][CH:36]=2)=[C:6]([CH2:8][N:9]2[CH:13]=[CH:12][C:11]([C:14]([NH:16][C:17]3[C:18]([F:24])=[CH:19][CH:20]=[CH:21][C:22]=3[F:23])=[O:15])=[N:10]2)[CH:7]=1. (7) The product is: [ClH:25].[F:1][C:2]1[CH:3]=[CH:4][C:5]2[N:21]=[C:11]([NH2:12])[C:10]3[CH:13]=[C:14]([C:17]([F:20])([F:19])[F:18])[CH:15]=[CH:16][C:9]=3[NH:8][C:6]=2[CH:7]=1. Given the reactants [F:1][C:2]1[CH:3]=[CH:4][C:5]([N+:21]([O-])=O)=[C:6]([NH:8][C:9]2[CH:16]=[CH:15][C:14]([C:17]([F:20])([F:19])[F:18])=[CH:13][C:10]=2[C:11]#[N:12])[CH:7]=1.[Sn](Cl)[Cl:25], predict the reaction product.